Predict which catalyst facilitates the given reaction. From a dataset of Catalyst prediction with 721,799 reactions and 888 catalyst types from USPTO. (1) Reactant: [Br:1][C:2]1[CH:6]=[C:5]([Br:7])[S:4][C:3]=1[CH:8]=[O:9].[CH2:10](O)[CH2:11][OH:12].O.C1(C)C=CC(S(O)(=O)=O)=CC=1. Product: [Br:1][C:2]1[CH:6]=[C:5]([Br:7])[S:4][C:3]=1[CH:8]1[O:12][CH2:11][CH2:10][O:9]1. The catalyst class is: 11. (2) Reactant: [Br-].[C:2]1([CH2:8][CH2:9][CH2:10][P+](C2C=CC=CC=2)(C2C=CC=CC=2)C2C=CC=CC=2)[CH:7]=[CH:6][CH:5]=[CH:4][CH:3]=1.C([Li])CCC.[Br:35][C:36]1[CH:41]=[CH:40][C:39]([C:42]2[O:46][N:45]=[C:44]([CH3:47])[C:43]=2[CH:48]=O)=[CH:38][CH:37]=1. Product: [Br:35][C:36]1[CH:37]=[CH:38][C:39]([C:42]2[O:46][N:45]=[C:44]([CH3:47])[C:43]=2[CH:48]=[CH:10][CH2:9][CH2:8][C:2]2[CH:3]=[CH:4][CH:5]=[CH:6][CH:7]=2)=[CH:40][CH:41]=1. The catalyst class is: 295. (3) Reactant: C([N:8]1[CH2:13][CH:12]2[CH:10]([CH:11]2[N:14]([CH3:16])[CH3:15])[CH2:9]1)C1C=CC=CC=1. Product: [CH3:15][N:14]([CH3:16])[CH:11]1[CH:12]2[CH:10]1[CH2:9][NH:8][CH2:13]2. The catalyst class is: 105. (4) Reactant: [CH2:1]([O:8][N:9]1[C:15](=[O:16])[N:14]2[CH2:17][C@H:10]1[CH2:11][CH2:12][C@H:13]2[C:18]([OH:20])=O)[C:2]1[CH:7]=[CH:6][CH:5]=[CH:4][CH:3]=1.[NH2:21][O:22][C@H:23]1[CH2:27][CH2:26][C@H:25]([CH2:28][NH:29][C:30](=[O:36])[O:31][C:32]([CH3:35])([CH3:34])[CH3:33])[CH2:24]1.ON1C2C=CC=CC=2N=N1.Cl.C(N=C=NCCCN(C)C)C. The catalyst class is: 2. Product: [CH2:1]([O:8][N:9]1[C:15](=[O:16])[N:14]2[CH2:17][C@H:10]1[CH2:11][CH2:12][C@H:13]2[C:18]([NH:21][O:22][C@H:23]1[CH2:27][CH2:26][C@H:25]([CH2:28][NH:29][C:30](=[O:36])[O:31][C:32]([CH3:34])([CH3:33])[CH3:35])[CH2:24]1)=[O:20])[C:2]1[CH:3]=[CH:4][CH:5]=[CH:6][CH:7]=1. (5) Reactant: [F:1][C:2]1([F:14])[CH2:7][CH2:6][CH:5]([C:8](N(OC)C)=[O:9])[CH2:4][CH2:3]1.[H-].C([Al+]CC(C)C)C(C)C.C1(C)C=CC=CC=1.Cl. Product: [F:1][C:2]1([F:14])[CH2:7][CH2:6][CH:5]([CH:8]=[O:9])[CH2:4][CH2:3]1. The catalyst class is: 7. (6) Reactant: [N+:1]([C:4]1[NH:8][N:7]=[C:6]([C:9]([OH:11])=O)[CH:5]=1)([O-:3])=[O:2].C(N1C=CN=C1)([N:14]1C=CN=C1)=O.N. Product: [N+:1]([C:4]1[CH:5]=[C:6]([C:9]([NH2:14])=[O:11])[NH:7][N:8]=1)([O-:3])=[O:2]. The catalyst class is: 121. (7) Product: [CH3:7][O:8][C:9]1[CH:10]=[C:11]([CH:12]=[CH:13][C:14]=1[O:15][CH3:16])[O:17][CH2:19][C:20]#[N:21]. The catalyst class is: 21. Reactant: C(=O)([O-])[O-].[K+].[K+].[CH3:7][O:8][C:9]1[CH:10]=[C:11]([OH:17])[CH:12]=[CH:13][C:14]=1[O:15][CH3:16].Br[CH2:19][C:20]#[N:21]. (8) Reactant: [Br:1][C:2]1[CH:3]=[CH:4][C:5]([CH3:35])=[C:6]([NH:8][C:9]([C:11]2[N:12]=[CH:13][NH:14][C:15]=2[C:16]([NH:18][C:19]2[NH:23][C:22]3[C:24]([O:28][CH:29]4[CH2:34][CH2:33][NH:32][CH2:31][CH2:30]4)=[CH:25][CH:26]=[CH:27][C:21]=3[N:20]=2)=[O:17])=[O:10])[CH:7]=1.[C:36](#N)C.C=O.C([BH3-])#N.[Na+]. Product: [Br:1][C:2]1[CH:3]=[CH:4][C:5]([CH3:35])=[C:6]([NH:8][C:9]([C:11]2[N:12]=[CH:13][NH:14][C:15]=2[C:16]([NH:18][C:19]2[NH:23][C:22]3[C:24]([O:28][CH:29]4[CH2:34][CH2:33][N:32]([CH3:36])[CH2:31][CH2:30]4)=[CH:25][CH:26]=[CH:27][C:21]=3[N:20]=2)=[O:17])=[O:10])[CH:7]=1. The catalyst class is: 15.